This data is from Forward reaction prediction with 1.9M reactions from USPTO patents (1976-2016). The task is: Predict the product of the given reaction. (1) Given the reactants C(N(CC)CC)C.[N:8]([C:11]1[CH:18]=[CH:17][C:14]([C:15]#[N:16])=[C:13]([C:19]([F:22])([F:21])[F:20])[CH:12]=1)=[C:9]=[S:10].[CH3:23][C:24]([NH:28][C:29]1[CH:34]=[CH:33][C:32]([CH3:35])=[CH:31][CH:30]=1)([CH3:27])[C:25]#[N:26].ClCCl.CC(C)=O, predict the reaction product. The product is: [CH3:35][C:32]1[CH:31]=[CH:30][C:29]([N:28]2[C:24]([CH3:23])([CH3:27])[C:25](=[NH:26])[N:8]([C:11]3[CH:18]=[CH:17][C:14]([C:15]#[N:16])=[C:13]([C:19]([F:20])([F:22])[F:21])[CH:12]=3)[C:9]2=[S:10])=[CH:34][CH:33]=1. (2) Given the reactants I[C:2]1[C:3]([NH:12][C@H:13]2[C@@H:17]3[O:18][C:19]([CH3:22])([CH3:21])[O:20][C@@H:16]3[C@@H:15]([CH2:23][OH:24])[CH2:14]2)=[N:4][C:5]([S:10][CH3:11])=[N:6][C:7]=1[O:8][CH3:9].[S:25]1[C:33]2[CH:32]=[CH:31][N:30]=[CH:29][C:28]=2[N:27]=[CH:26]1.C(=O)([O-])[O-].[Cs+].[Cs+], predict the reaction product. The product is: [CH3:9][O:8][C:7]1[N:6]=[C:5]([S:10][CH3:11])[N:4]=[C:3]([NH:12][C@H:13]2[C@@H:17]3[O:18][C:19]([CH3:22])([CH3:21])[O:20][C@@H:16]3[C@@H:15]([CH2:23][OH:24])[CH2:14]2)[C:2]=1[C:26]1[S:25][C:33]2[CH:32]=[CH:31][N:30]=[CH:29][C:28]=2[N:27]=1. (3) Given the reactants Cl.[CH2:2]([CH:6]1[CH2:11][CH2:10][CH2:9][N:8]([CH2:12][C@@H:13]2[CH2:18][CH2:17][CH2:16][CH2:15][C@H:14]2[NH2:19])[CH2:7]1)[CH2:3][CH2:4][CH3:5].[O:20]1[C:24]([C:25]2[CH:33]=[CH:32][C:28]([C:29](O)=[O:30])=[CH:27][CH:26]=2)=[CH:23][N:22]=[CH:21]1.CN(C(ON1N=NC2C=CC=NC1=2)=[N+](C)C)C.F[P-](F)(F)(F)(F)F.C(N(C(C)C)CC)(C)C, predict the reaction product. The product is: [CH2:2]([CH:6]1[CH2:11][CH2:10][CH2:9][N:8]([CH2:12][C@@H:13]2[CH2:18][CH2:17][CH2:16][CH2:15][C@H:14]2[NH:19][C:29](=[O:30])[C:28]2[CH:27]=[CH:26][C:25]([C:24]3[O:20][CH:21]=[N:22][CH:23]=3)=[CH:33][CH:32]=2)[CH2:7]1)[CH2:3][CH2:4][CH3:5]. (4) Given the reactants C(NC(C)C)(C)C.C([Li])CCC.[C:13]([O:16][CH2:17][CH3:18])(=[O:15])[CH3:14].[CH2:19]([O:26][C:27]1[CH:34]=[CH:33][C:30]([CH:31]=[O:32])=[CH:29][CH:28]=1)[C:20]1[CH:25]=[CH:24][CH:23]=[CH:22][CH:21]=1, predict the reaction product. The product is: [CH2:19]([O:26][C:27]1[CH:28]=[CH:29][C:30]([CH:31]([OH:32])[CH2:14][C:13]([O:16][CH2:17][CH3:18])=[O:15])=[CH:33][CH:34]=1)[C:20]1[CH:21]=[CH:22][CH:23]=[CH:24][CH:25]=1. (5) The product is: [OH:15][C:9]1([C:4]2[CH:5]=[CH:6][CH:7]=[CH:8][N:3]=2)[CH2:10][CH2:11][N:12]([C:23]([O:25][C:26]([CH3:29])([CH3:28])[CH3:27])=[O:24])[CH2:13][CH2:14]1. Given the reactants Cl.Cl.[N:3]1[CH:8]=[CH:7][CH:6]=[CH:5][C:4]=1[C:9]1([OH:15])[CH2:14][CH2:13][NH:12][CH2:11][CH2:10]1.C(N(CC)CC)C.[C:23](O[C:23]([O:25][C:26]([CH3:29])([CH3:28])[CH3:27])=[O:24])([O:25][C:26]([CH3:29])([CH3:28])[CH3:27])=[O:24].O, predict the reaction product.